From a dataset of Full USPTO retrosynthesis dataset with 1.9M reactions from patents (1976-2016). Predict the reactants needed to synthesize the given product. Given the product [CH3:23][N:21]([CH3:22])[C:19]1[C:18]([CH3:24])=[C:17]([CH3:25])[N:16]=[C:15]([NH:14][C@@H:11]2[CH2:10][CH2:9][C@H:8]([NH2:7])[CH2:13][CH2:12]2)[N:20]=1, predict the reactants needed to synthesize it. The reactants are: C(OC(=O)[NH:7][C@H:8]1[CH2:13][CH2:12][C@@H:11]([NH:14][C:15]2[N:20]=[C:19]([N:21]([CH3:23])[CH3:22])[C:18]([CH3:24])=[C:17]([CH3:25])[N:16]=2)[CH2:10][CH2:9]1)(C)(C)C.C(O)(C(F)(F)F)=O.